Dataset: KCNQ2 potassium channel screen with 302,405 compounds. Task: Binary Classification. Given a drug SMILES string, predict its activity (active/inactive) in a high-throughput screening assay against a specified biological target. (1) The molecule is S(c1n(CC2CCC(CC2)C(O)=O)c(=O)c2sccc2n1)Cc1nc2n(c(=O)c1)cccc2. The result is 0 (inactive). (2) The molecule is O1c2cc(C(NC(=O)COc3c4c(n(CC)c(=O)c3)cccc4)C)ccc2OCC1. The result is 0 (inactive). (3) The molecule is Oc1c2c(n(CCCCC)c(=O)c1C(=O)Nc1ncccc1)cccc2. The result is 0 (inactive). (4) The molecule is S(=O)(=O)(c1ccc(cc1)C)c1nc(oc1SC)c1occc1. The result is 0 (inactive). (5) The result is 0 (inactive). The compound is O=C1N(C(=O)C2C1C(NC2c1occc1)(C)C(OC)=O)c1ccc(cc1)C. (6) The drug is O1CCN(CC1)C(=O)C1ON=C(C1)c1cc(OC)c(OC)cc1. The result is 0 (inactive).